Dataset: Forward reaction prediction with 1.9M reactions from USPTO patents (1976-2016). Task: Predict the product of the given reaction. (1) Given the reactants [F:1][C:2]1[CH:7]=[CH:6][C:5]([C:8]2[N:9]=[C:10]3[N:14]([C:15]=2[C:16](=[O:18])[CH3:17])[CH:13]=[CH:12][S:11]3)=[CH:4][C:3]=1[O:19][CH3:20].CO[CH:23](OC)[N:24]([CH3:26])[CH3:25], predict the reaction product. The product is: [CH3:23][N:24]([CH3:26])[CH:25]=[CH:17][C:16]([C:15]1[N:14]2[C:10]([S:11][CH:12]=[CH:13]2)=[N:9][C:8]=1[C:5]1[CH:6]=[CH:7][C:2]([F:1])=[C:3]([O:19][CH3:20])[CH:4]=1)=[O:18]. (2) Given the reactants Br[C:2]1[C:3](=[O:10])[N:4]([CH3:9])[CH:5]=[C:6]([Br:8])[N:7]=1.[F:11][C:12]1[CH:18]=[CH:17][C:15]([NH2:16])=[CH:14][C:13]=1[N+:19]([O-:21])=[O:20].CN1CCCC1=O, predict the reaction product. The product is: [Br:8][C:6]1[N:7]=[C:2]([NH:16][C:15]2[CH:17]=[CH:18][C:12]([F:11])=[C:13]([N+:19]([O-:21])=[O:20])[CH:14]=2)[C:3](=[O:10])[N:4]([CH3:9])[CH:5]=1.